From a dataset of Full USPTO retrosynthesis dataset with 1.9M reactions from patents (1976-2016). Predict the reactants needed to synthesize the given product. (1) Given the product [OH:57][C:50]1([C:17]2[CH:18]=[CH:19][CH:20]=[C:15]([N:10]3[CH:14]=[CH:13][CH:12]=[CH:11]3)[CH:16]=2)[C:51]2[C:56](=[CH:55][CH:54]=[CH:53][CH:52]=2)[N:48]([CH2:47][C:46]2[CH:45]=[CH:44][C:43]([O:42][CH3:41])=[CH:60][CH:59]=2)[C:49]1=[O:58], predict the reactants needed to synthesize it. The reactants are: BrC1C=CC(OC)=NC=1.[N:10]1([C:15]2[CH:16]=[C:17](Br)[CH:18]=[CH:19][CH:20]=2)[CH:14]=[CH:13][CH:12]=[CH:11]1.ClC1C=CC(CN2C3C(=CC=CC=3)C(=O)C2=O)=CC=1.[CH3:41][O:42][C:43]1[CH:60]=[CH:59][C:46]([CH2:47][N:48]2[C:56]3[C:51](=[CH:52][CH:53]=[CH:54][CH:55]=3)[C:50](=[O:57])[C:49]2=[O:58])=[CH:45][CH:44]=1. (2) Given the product [S:18]1[CH:22]=[C:21](/[CH:23]=[CH:6]/[C:7]([N:9]([O:11][CH3:12])[CH3:10])=[O:8])[C:20]2[CH:25]=[CH:26][CH:27]=[CH:28][C:19]1=2, predict the reactants needed to synthesize it. The reactants are: CCOP(OCC)([CH2:6][C:7]([N:9]([O:11][CH3:12])[CH3:10])=[O:8])=O.[H-].[Na+].[S:18]1[CH:22]=[C:21]([CH:23]=O)[C:20]2[CH:25]=[CH:26][CH:27]=[CH:28][C:19]1=2. (3) Given the product [CH2:6]([O:7][C:24]([CH3:23])([CH3:25])[CH3:26])[CH:5]1[O:4][CH2:3]1, predict the reactants needed to synthesize it. The reactants are: C(N)C[CH2:3][O:4][CH2:5][CH2:6][O:7]CCOCCCN.CN(CC1[CH:25]=[C:24]([CH2:26]N(C)C)[C:23](O)=C(CN(C)C)C=1)C.[N+]([O-])([O-])=O.[Ca+2].[N+]([O-])([O-])=O. (4) Given the product [Cl:1][C:2]1[CH:35]=[CH:6][C:5]2[N:11]3[C:12]([CH2:15][C:16]([CH3:17])([CH3:18])[CH3:19])=[N:13][N:14]=[C:10]3[C@@H:9]([CH2:20][CH2:21][C:22]([N:36]3[CH2:41][CH2:40][CH:39]([CH2:42][C:43]([O:45][CH2:46][CH3:47])=[O:44])[CH2:38][CH2:37]3)=[O:23])[O:8][C@H:7]([C:25]3[CH:30]=[CH:29][CH:28]=[C:27]([O:31][CH3:32])[C:26]=3[O:33][CH3:34])[C:4]=2[CH:3]=1, predict the reactants needed to synthesize it. The reactants are: [Cl:1][C:2]1[CH:3]=[CH:4][C:5]2[N:11]3[C:12]([CH2:15][C:16]([CH3:19])([CH3:18])[CH3:17])=[N:13][N:14]=[C:10]3[C@@H:9]([CH2:20][CH2:21][C:22](O)=[O:23])[O:8][C@H:7]([C:25]3[CH:30]=[CH:29][CH:28]=[C:27]([O:31][CH3:32])[C:26]=3[O:33][CH3:34])[C:6]=2[CH:35]=1.[NH:36]1[CH2:41][CH2:40][CH:39]([CH2:42][C:43]([O:45][CH2:46][CH3:47])=[O:44])[CH2:38][CH2:37]1.Cl.C(N=C=NCCCN(C)C)C.ON1C2C=CC=CC=2N=N1. (5) Given the product [CH3:18][O:19][C:20]([C@H:22]1[CH2:26][C@H:25]([NH2:27])[CH2:24][N:23]1[CH2:28][CH:29]1[CH2:34][CH2:33][CH2:32][CH2:31][CH2:30]1)=[O:21], predict the reactants needed to synthesize it. The reactants are: COC([C@H]1C[C@@H](O)CN1C(OC(C)(C)C)=O)=O.[CH3:18][O:19][C:20]([C@@H:22]1[CH2:26][C@H:25]([NH2:27])[CH2:24][N:23]1[CH2:28][CH:29]1[CH2:34][CH2:33][CH2:32][CH2:31][CH2:30]1)=[O:21]. (6) Given the product [CH2:47]([NH:49][C:50]([N:6]1[CH2:11][CH2:10][N:9]([C:12]2[CH:17]=[CH:16][C:15]([NH:18][C:19]([C:21]3[O:22][C:23]4[C:28]([C:29](=[O:31])[CH:30]=3)=[CH:27][C:26]([F:32])=[CH:25][C:24]=4[N:33]3[CH2:34][CH2:35][N:36]([CH3:39])[CH2:37][CH2:38]3)=[O:20])=[CH:14][CH:13]=2)[CH2:8][CH2:7]1)=[O:51])[CH3:48], predict the reactants needed to synthesize it. The reactants are: C(S([N:6]1[CH2:11][CH2:10][N:9]([C:12]2[CH:17]=[CH:16][C:15]([NH:18][C:19]([C:21]3[O:22][C:23]4[C:28]([C:29](=[O:31])[CH:30]=3)=[CH:27][C:26]([F:32])=[CH:25][C:24]=4[N:33]3[CH2:38][CH2:37][N:36]([CH3:39])[CH2:35][CH2:34]3)=[O:20])=[CH:14][CH:13]=2)[CH2:8][CH2:7]1)(=O)=O)C.C(N(CC)CC)C.[CH2:47]([N:49]=[C:50]=[O:51])[CH3:48].